Dataset: Catalyst prediction with 721,799 reactions and 888 catalyst types from USPTO. Task: Predict which catalyst facilitates the given reaction. (1) Reactant: [BH4-].[Na+].O.C(=O)(O)[O-].[Na+].[F:9][C:10]1[CH:19]=[CH:18][CH:17]=[C:16]2[C:11]=1[CH2:12][CH2:13][N:14]=[C:15]2[C:20]1[CH:25]=[CH:24][C:23]([C:26]([F:29])([F:28])[F:27])=[CH:22][CH:21]=1. Product: [F:9][C:10]1[CH:19]=[CH:18][CH:17]=[C:16]2[C:11]=1[CH2:12][CH2:13][NH:14][CH:15]2[C:20]1[CH:25]=[CH:24][C:23]([C:26]([F:27])([F:28])[F:29])=[CH:22][CH:21]=1. The catalyst class is: 13. (2) Reactant: Cl[C:2]1[C:3]2[N:10]([CH:11]([CH3:13])[CH3:12])[CH:9]=[CH:8][C:4]=2[N:5]=[CH:6][N:7]=1.[Cl:14][C:15]1[CH:16]=[C:17]([CH:19]=[CH:20][C:21]=1[O:22][C:23]1[CH:31]=[CH:30][CH:29]=[C:28]2[C:24]=1[CH:25]=[CH:26][NH:27]2)[NH2:18].C(=O)([O-])O.[Na+]. Product: [Cl:14][C:15]1[CH:16]=[C:17]([NH:18][C:2]2[C:3]3[N:10]([CH:11]([CH3:13])[CH3:12])[CH:9]=[CH:8][C:4]=3[N:5]=[CH:6][N:7]=2)[CH:19]=[CH:20][C:21]=1[O:22][C:23]1[CH:31]=[CH:30][CH:29]=[C:28]2[C:24]=1[CH:25]=[CH:26][NH:27]2. The catalyst class is: 32. (3) Reactant: [CH:1]1([CH2:4][O:5][C:6]2[N:11]=[C:10]([C:12]([NH:14][C:15]([CH2:23][CH3:24])([CH2:21][CH3:22])[C:16]([O:18]CC)=[O:17])=[O:13])[CH:9]=[CH:8][C:7]=2[C:25]([F:28])([F:27])[F:26])[CH2:3][CH2:2]1.[OH-].[Na+]. Product: [CH:1]1([CH2:4][O:5][C:6]2[N:11]=[C:10]([C:12]([NH:14][C:15]([CH2:21][CH3:22])([CH2:23][CH3:24])[C:16]([OH:18])=[O:17])=[O:13])[CH:9]=[CH:8][C:7]=2[C:25]([F:28])([F:26])[F:27])[CH2:2][CH2:3]1. The catalyst class is: 36. (4) Reactant: Br[CH:2]([C:4]1[N:8]([CH3:9])[N:7]([C:10]2[CH:15]=[CH:14][C:13]([O:16][C:17]([F:20])([F:19])[F:18])=[CH:12][CH:11]=2)[C:6](=[O:21])[C:5]=1[Cl:22])[CH3:3].[Cl:23][C:24]1[CH:25]=[CH:26][C:27](C)=[C:28]([N:30]2[CH2:35][CH2:34][NH:33][CH2:32][CH2:31]2)[CH:29]=1.C(=O)([O-])[O-].[K+].[K+]. Product: [Cl:22][C:5]1[C:6](=[O:21])[N:7]([C:10]2[CH:15]=[CH:14][C:13]([O:16][C:17]([F:20])([F:19])[F:18])=[CH:12][CH:11]=2)[N:8]([CH3:9])[C:4]=1[CH:2]([N:33]1[CH2:32][CH2:31][N:30]([C:28]2[CH:29]=[C:24]([Cl:23])[CH:25]=[CH:26][CH:27]=2)[CH2:35][CH2:34]1)[CH3:3]. The catalyst class is: 10. (5) Reactant: C1C=CC2N(O)N=[N:7]C=2C=1.[CH3:11][N:12]([CH2:14][C:15]1[C:16]([O:24][C:25]2[CH:30]=[CH:29][C:28]([O:31][C:32]([F:35])([F:34])[F:33])=[CH:27][CH:26]=2)=[N:17][CH:18]=[C:19]([CH:23]=1)[C:20]([OH:22])=O)[CH3:13]. Product: [CH3:11][N:12]([CH2:14][C:15]1[C:16]([O:24][C:25]2[CH:26]=[CH:27][C:28]([O:31][C:32]([F:33])([F:34])[F:35])=[CH:29][CH:30]=2)=[N:17][CH:18]=[C:19]([CH:23]=1)[C:20]([NH2:7])=[O:22])[CH3:13]. The catalyst class is: 2.